The task is: Predict the product of the given reaction.. This data is from Forward reaction prediction with 1.9M reactions from USPTO patents (1976-2016). (1) The product is: [CH3:20][S:21]([O:1][C@H:2]1[C@H:7]2[CH2:8][C@H:4]([C@@H:5]([C:16]([O:18][CH3:19])=[O:17])[N:6]2[C:9]([O:11][C:12]([CH3:13])([CH3:14])[CH3:15])=[O:10])[CH2:3]1)(=[O:23])=[O:22]. Given the reactants [OH:1][C@H:2]1[C@H:7]2[CH2:8][C@H:4]([C@@H:5]([C:16]([O:18][CH3:19])=[O:17])[N:6]2[C:9]([O:11][C:12]([CH3:15])([CH3:14])[CH3:13])=[O:10])[CH2:3]1.[CH3:20][S:21](Cl)(=[O:23])=[O:22], predict the reaction product. (2) Given the reactants [F:1][C:2]([C:5]1[CH:10]=[CH:9][C:8](I)=[CH:7][CH:6]=1)([F:4])[CH3:3].C([Mg]Cl)(C)C.CN([CH:20]=[O:21])C, predict the reaction product. The product is: [F:1][C:2]([C:5]1[CH:10]=[CH:9][C:8]([CH:20]=[O:21])=[CH:7][CH:6]=1)([F:4])[CH3:3].